The task is: Predict the reaction yield, written as a fraction of the theoretical maximum amount of product (1.0 means a 100% yield; for example, 0.34 means a 34% yield).. This data is from Reaction yield outcomes from USPTO patents with 853,638 reactions. (1) The reactants are [Cl:1][C:2]1[CH:7]=[CH:6][C:5]([NH:8][C:9]2[C:14]([C:15](=[O:17])[CH3:16])=[CH:13][CH:12]=[CH:11][N:10]=2)=[CH:4][CH:3]=1.[CH3:18][O:19][C:20]1[CH:21]=[C:22]([CH:25]=[C:26]([O:30][CH3:31])[C:27]=1[O:28][CH3:29])[CH:23]=O.Cl. The catalyst is CO. The product is [Cl:1][C:2]1[CH:7]=[CH:6][C:5]([NH:8][C:9]2[C:14]([C:15](=[O:17])/[CH:16]=[CH:23]/[C:22]3[CH:25]=[C:26]([O:30][CH3:31])[C:27]([O:28][CH3:29])=[C:20]([O:19][CH3:18])[CH:21]=3)=[CH:13][CH:12]=[CH:11][N:10]=2)=[CH:4][CH:3]=1. The yield is 0.850. (2) The reactants are [Cl:1][C:2]1[C:7]([Cl:8])=[CH:6][CH:5]=[CH:4][C:3]=1[SH:9].[H-].[Na+].[Cl:12][C:13]1[CH:18]=[C:17]([N+]([O-])=O)[CH:16]=[CH:15][N:14]=1. No catalyst specified. The product is [Cl:12][C:13]1[CH:18]=[C:17]([S:9][C:3]2[CH:4]=[CH:5][CH:6]=[C:7]([Cl:8])[C:2]=2[Cl:1])[CH:16]=[CH:15][N:14]=1. The yield is 0.560. (3) The reactants are [C:1](=[O:21])([O:12][CH:13]([C:15]1[CH:20]=[CH:19][CH:18]=[CH:17][CH:16]=1)[CH3:14])OC1C=CC([N+]([O-])=O)=CC=1.[C:22]1([C:28]2[C:32]3[CH2:33][NH:34][CH2:35][CH2:36][C:31]=3[NH:30][N:29]=2)[CH:27]=[CH:26][CH:25]=[CH:24][CH:23]=1.O. The catalyst is CC#N. The product is [C:22]1([C:28]2[C:32]3[CH2:33][N:34]([C:1]([O:12][CH:13]([C:15]4[CH:16]=[CH:17][CH:18]=[CH:19][CH:20]=4)[CH3:14])=[O:21])[CH2:35][CH2:36][C:31]=3[NH:30][N:29]=2)[CH:23]=[CH:24][CH:25]=[CH:26][CH:27]=1. The yield is 0.300. (4) The reactants are [OH:1][C@H:2]1[CH2:7][CH2:6][CH2:5][C@@H:4]([NH:8][C:9]2[C:14]([C:15](O)=[O:16])=[CH:13][N:12]=[C:11]([S:18][CH3:19])[N:10]=2)[CH2:3]1.C[N:21](C(ON1N=NC2C=CC=NC1=2)=[N+](C)C)C.F[P-](F)(F)(F)(F)F.[Cl-].[NH4+].CCN(C(C)C)C(C)C. The catalyst is CN(C=O)C. The product is [OH:1][C@H:2]1[CH2:7][CH2:6][CH2:5][C@@H:4]([NH:8][C:9]2[C:14]([C:15]([NH2:21])=[O:16])=[CH:13][N:12]=[C:11]([S:18][CH3:19])[N:10]=2)[CH2:3]1. The yield is 0.930. (5) The reactants are Br[CH2:2][C:3]1[CH:12]=[CH:11][C:6]([C:7]([O:9][CH3:10])=[O:8])=[CH:5][C:4]=1[O:13][CH3:14].[F:15][C:16]1[CH:21]=[CH:20][C:19]([CH2:22][NH2:23])=[CH:18][CH:17]=1.C(N(CC)CC)C. The catalyst is C1COCC1. The product is [F:15][C:16]1[CH:21]=[CH:20][C:19]([CH2:22][NH:23][CH2:2][C:3]2[CH:12]=[CH:11][C:6]([C:7]([O:9][CH3:10])=[O:8])=[CH:5][C:4]=2[O:13][CH3:14])=[CH:18][CH:17]=1. The yield is 0.570.